Dataset: Forward reaction prediction with 1.9M reactions from USPTO patents (1976-2016). Task: Predict the product of the given reaction. (1) Given the reactants [CH3:1][C:2]1[C:6]2[C:7](=[O:18])[N:8]([CH2:11][CH2:12][N:13]3[CH2:17][CH2:16][CH2:15][CH2:14]3)[CH2:9][CH2:10][C:5]=2[NH:4][C:3]=1[CH:19]=O.[F:21][C:22]1[C:27]([F:28])=[CH:26][CH:25]=[CH:24][C:23]=1[C:29]1[CH:37]=[CH:36][CH:35]=[C:34]2[C:30]=1[CH2:31][C:32](=[O:38])[NH:33]2, predict the reaction product. The product is: [F:21][C:22]1[C:27]([F:28])=[CH:26][CH:25]=[CH:24][C:23]=1[C:29]1[CH:37]=[CH:36][CH:35]=[C:34]2[C:30]=1[C:31](=[CH:19][C:3]1[NH:4][C:5]3[CH2:10][CH2:9][N:8]([CH2:11][CH2:12][N:13]4[CH2:14][CH2:15][CH2:16][CH2:17]4)[C:7](=[O:18])[C:6]=3[C:2]=1[CH3:1])[C:32](=[O:38])[NH:33]2. (2) Given the reactants [C:1]([C:3]1[CH:8]=[CH:7][C:6]([C@@H:9]2[C:14]([C:15]([OH:17])=[O:16])=[C:13]([CH3:18])[N:12]([C:19]3[CH:24]=[CH:23][CH:22]=[C:21]([C:25]([F:28])([F:27])[F:26])[CH:20]=3)[C:11](=[O:29])[N:10]2[S:30]([CH3:33])(=[O:32])=[O:31])=[C:5]([S:34]([CH3:37])(=[O:36])=[O:35])[CH:4]=1)#[N:2].Br[CH2:39][CH2:40][OH:41].C(N(CC)CC)C, predict the reaction product. The product is: [C:1]([C:3]1[CH:8]=[CH:7][C:6]([C@@H:9]2[C:14]([C:15]([O:17][CH2:39][CH2:40][OH:41])=[O:16])=[C:13]([CH3:18])[N:12]([C:19]3[CH:24]=[CH:23][CH:22]=[C:21]([C:25]([F:27])([F:28])[F:26])[CH:20]=3)[C:11](=[O:29])[N:10]2[S:30]([CH3:33])(=[O:31])=[O:32])=[C:5]([S:34]([CH3:37])(=[O:35])=[O:36])[CH:4]=1)#[N:2]. (3) Given the reactants [F:1][C:2]1[CH:7]=[C:6]([NH2:8])[CH:5]=[CH:4][C:3]=1[NH:9][CH2:10][CH2:11][CH2:12][CH2:13][N:14]1[CH2:19][CH2:18][O:17][CH2:16][CH2:15]1.C[Al](C)C.[NH:24](/[C:28](/[CH3:34])=[CH:29]\[C:30](OC)=[O:31])[C:25]([CH3:27])=O, predict the reaction product. The product is: [F:1][C:2]1[CH:7]=[C:6]([N:8]2[C:30](=[O:31])[CH:29]=[C:28]([CH3:34])[N:24]=[C:25]2[CH3:27])[CH:5]=[CH:4][C:3]=1[NH:9][CH2:10][CH2:11][CH2:12][CH2:13][N:14]1[CH2:19][CH2:18][O:17][CH2:16][CH2:15]1.